From a dataset of Catalyst prediction with 721,799 reactions and 888 catalyst types from USPTO. Predict which catalyst facilitates the given reaction. (1) Reactant: C([N:3](CC)CC)C.[C:8]([O:12][C:13](=[O:48])[NH:14][CH:15]1[CH2:20][CH2:19][CH:18]([NH:21][C:22](=[O:47])[C:23]2[CH:28]=[C:27]([O:29][C:30]3[CH:35]=[CH:34][C:33]([C:36]#[N:37])=[CH:32][CH:31]=3)[CH:26]=[C:25]([O:38][C:39]3[CH:44]=[CH:43][C:42]([C:45]#[N:46])=[CH:41][CH:40]=3)[CH:24]=2)[CH2:17][CH2:16]1)([CH3:11])([CH3:10])[CH3:9].Cl.[CH3:50][O:51][NH2:52].SC[C:55]([OH:57])=O. Product: [C:8]([O:12][C:13](=[O:48])[NH:14][CH:15]1[CH2:20][CH2:19][CH:18]([NH:21][C:22](=[O:47])[C:23]2[CH:24]=[C:25]([O:38][C:39]3[CH:44]=[CH:43][C:42]([C:45](=[NH:46])[NH:52][O:51][CH3:50])=[CH:41][CH:40]=3)[CH:26]=[C:27]([O:29][C:30]3[CH:35]=[CH:34][C:33]([C:36](=[NH:3])[NH:37][O:57][CH3:55])=[CH:32][CH:31]=3)[CH:28]=2)[CH2:17][CH2:16]1)([CH3:11])([CH3:9])[CH3:10]. The catalyst class is: 8. (2) The catalyst class is: 15. Reactant: [CH3:1][O:2][C:3](=[O:24])[C:4]1[CH:9]=[CH:8][C:7]([NH:10][CH2:11][C:12]2[CH:16]=[C:15]([C:17]3[S:18][C:19]([Cl:22])=[CH:20][CH:21]=3)[O:14][N:13]=2)=[C:6]([NH2:23])[CH:5]=1.CO[C:27](=N)[C:28]([Cl:31])([Cl:30])[Cl:29]. Product: [CH3:1][O:2][C:3]([C:4]1[CH:9]=[CH:8][C:7]2[N:10]([CH2:11][C:12]3[CH:16]=[C:15]([C:17]4[S:18][C:19]([Cl:22])=[CH:20][CH:21]=4)[O:14][N:13]=3)[C:27]([C:28]([Cl:31])([Cl:30])[Cl:29])=[N:23][C:6]=2[CH:5]=1)=[O:24]. (3) The catalyst class is: 1. Reactant: [NH:1]1[CH2:6][CH2:5][O:4][CH2:3][CH2:2]1.Br[CH2:8][C:9]([C:11]1[CH:16]=[CH:15][C:14]([N+:17]([O-:19])=[O:18])=[CH:13][CH:12]=1)=[O:10].CCN(C(C)C)C(C)C. Product: [N:1]1([CH2:8][C:9]([C:11]2[CH:12]=[CH:13][C:14]([N+:17]([O-:19])=[O:18])=[CH:15][CH:16]=2)=[O:10])[CH2:6][CH2:5][O:4][CH2:3][CH2:2]1. (4) Reactant: [C:1]([O:5][C:6](=[O:32])[CH2:7][O:8][C:9]1[C:14]2[CH2:15][CH2:16][CH2:17][CH2:18][CH:19]([N:20]([S:22]([C:25]3[CH:30]=[CH:29][C:28](I)=[CH:27][CH:26]=3)(=[O:24])=[O:23])[CH3:21])[C:13]=2[CH:12]=[CH:11][CH:10]=1)([CH3:4])([CH3:3])[CH3:2].[CH3:33][C:34]1[CH:35]=[C:36](B(O)O)[CH:37]=[N:38][CH:39]=1.C([O-])([O-])=O.[K+].[K+]. Product: [C:1]([O:5][C:6](=[O:32])[CH2:7][O:8][C:9]1[C:14]2[CH2:15][CH2:16][CH2:17][CH2:18][CH:19]([N:20]([CH3:21])[S:22]([C:25]3[CH:30]=[CH:29][C:28]([C:36]4[CH:37]=[N:38][CH:39]=[C:34]([CH3:33])[CH:35]=4)=[CH:27][CH:26]=3)(=[O:24])=[O:23])[C:13]=2[CH:12]=[CH:11][CH:10]=1)([CH3:4])([CH3:3])[CH3:2]. The catalyst class is: 77. (5) Reactant: [NH2:1][C:2]1[CH:3]=[N:4][CH:5]=[CH:6][C:7]=1[O:8]C.[Cl:10][C:11]1[CH:16]=[C:15]([Cl:17])[CH:14]=[CH:13][C:12]=1[CH2:18][S:19](Cl)(=[O:21])=[O:20].B(Br)(Br)Br. Product: [Cl:10][C:11]1[CH:16]=[C:15]([Cl:17])[CH:14]=[CH:13][C:12]=1[CH2:18][S:19]([NH:1][C:2]1[CH:3]=[N:4][CH:5]=[CH:6][C:7]=1[OH:8])(=[O:21])=[O:20]. The catalyst class is: 298. (6) Reactant: [F:1][C:2]1[CH:7]=[CH:6][C:5](/[CH:8]=[CH:9]/[CH2:10]O)=[CH:4][CH:3]=1.N1C=CC=CC=1.S(Cl)([Cl:20])=O. Product: [Cl:20][CH2:10]/[CH:9]=[CH:8]/[C:5]1[CH:6]=[CH:7][C:2]([F:1])=[CH:3][CH:4]=1. The catalyst class is: 4. (7) Reactant: C(OC(=O)[NH:7][CH:8]([CH2:35][C:36]1[CH:41]=[CH:40][C:39]([F:42])=[CH:38][CH:37]=1)[C:9]([N:11]1[CH2:16][CH2:15][N:14]([CH:17]([C:29](=[O:32])[NH:30][CH3:31])[CH2:18][C:19]2[CH:28]=[CH:27][C:26]3[C:21](=[CH:22][CH:23]=[CH:24][CH:25]=3)[CH:20]=2)[CH2:13][CH:12]1[CH2:33][CH3:34])=[O:10])(C)(C)C.[Cl:44]CCCl. Product: [ClH:44].[NH2:7][CH:8]([CH2:35][C:36]1[CH:41]=[CH:40][C:39]([F:42])=[CH:38][CH:37]=1)[C:9]([N:11]1[CH2:16][CH2:15][N:14]([CH:17]([CH2:18][C:19]2[CH:28]=[CH:27][C:26]3[C:21](=[CH:22][CH:23]=[CH:24][CH:25]=3)[CH:20]=2)[C:29]([NH:30][CH3:31])=[O:32])[CH2:13][CH:12]1[CH2:33][CH3:34])=[O:10]. The catalyst class is: 89.